This data is from Forward reaction prediction with 1.9M reactions from USPTO patents (1976-2016). The task is: Predict the product of the given reaction. (1) Given the reactants C([O:14][C:15]([C:17]1[N:18]2[C@H:21]([S:22][CH2:23][C:24]=1[CH2:25][N+:26]1([CH2:31][C:32]3[C:41](=[O:42])[C:40]4[C:35](=[CH:36][C:37]([O:54]CC5C=CC(OC)=CC=5)=[C:38]([O:44]CC5C=CC(OC)=CC=5)[C:39]=4[Cl:43])[N:34]([CH2:64][CH3:65])[CH:33]=3)[CH2:30][CH2:29][CH2:28][CH2:27]1)[C@H:20]([NH:66][C:67](=[O:106])/[C:68](=[N:83]\[O:84][C@@H:85]([CH2:98][C:99]([O:101]C(C)(C)C)=[O:100])[C:86]([O:88]CC1C=CC(OC)=CC=1)=[O:87])/[C:69]1[N:70]=[C:71]([NH:75]C(OC(C)(C)C)=O)[S:72][C:73]=1[Cl:74])[C:19]2=[O:107])=[O:16])(C1C=CC=CC=1)C1C=CC=CC=1.C1(OC)C=CC=CC=1.C(O)(C(F)(F)F)=O.C(OC(C)C)(C)C, predict the reaction product. The product is: [NH2:75][C:71]1[S:72][C:73]([Cl:74])=[C:69](/[C:68](=[N:83]/[O:84][C@H:85]([C:86]([OH:88])=[O:87])[CH2:98][C:99]([OH:101])=[O:100])/[C:67]([NH:66][C@@H:20]2[C:19](=[O:107])[N:18]3[C@@H:21]2[S:22][CH2:23][C:24]([CH2:25][N+:26]2([CH2:31][C:32]4[C:41](=[O:42])[C:40]5[C:35](=[CH:36][C:37]([OH:54])=[C:38]([OH:44])[C:39]=5[Cl:43])[N:34]([CH2:64][CH3:65])[CH:33]=4)[CH2:30][CH2:29][CH2:28][CH2:27]2)=[C:17]3[C:15]([O-:16])=[O:14])=[O:106])[N:70]=1. (2) Given the reactants [F:1][C:2]1[CH:7]=[CH:6][CH:5]=[C:4]([CH2:8][OH:9])[C:3]=1[N:10]1[CH:14]=[C:13]([C:15]([O:17][CH2:18][CH3:19])=[O:16])[C:12]([CH3:20])=[N:11]1.[H-].[Na+].[CH3:23]I, predict the reaction product. The product is: [F:1][C:2]1[CH:7]=[CH:6][CH:5]=[C:4]([CH2:8][O:9][CH3:23])[C:3]=1[N:10]1[CH:14]=[C:13]([C:15]([O:17][CH2:18][CH3:19])=[O:16])[C:12]([CH3:20])=[N:11]1. (3) Given the reactants [C:1](=[S:3])=[S:2].[C:4]1([CH3:12])[CH:9]=[CH:8][CH:7]=[C:6]([Mg]Br)[CH:5]=1.Cl[CH2:14][C:15]([OH:17])=[O:16].C(=O)([O-])O.[Na+], predict the reaction product. The product is: [CH3:12][C:4]1[CH:9]=[C:8]([CH:7]=[CH:6][CH:5]=1)[C:1]([S:3][CH2:14][C:15]([OH:17])=[O:16])=[S:2]. (4) Given the reactants [C:1]([O:5][C:6]([N:8]1[CH2:13][C:12](=[O:14])[N:11]([C:15]2[CH:19]=[C:18]([C:20]3[CH:25]=[CH:24][CH:23]=[CH:22][CH:21]=3)[S:17][C:16]=2[C:26]([O:28]C)=[O:27])[C@H:10]([CH:30]2[CH2:35][CH2:34][CH2:33][CH2:32][CH2:31]2)[CH2:9]1)=[O:7])([CH3:4])([CH3:3])[CH3:2].O.[OH-].[Li+], predict the reaction product. The product is: [CH:30]1([C@@H:10]2[CH2:9][NH:8][CH2:13][C:12](=[O:14])[N:11]2[C:15]2[CH:19]=[C:18]([C:20]3[CH:21]=[CH:22][CH:23]=[CH:24][CH:25]=3)[S:17][C:16]=2[C:26]([OH:28])=[O:27])[CH2:31][CH2:32][CH2:33][CH2:34][CH2:35]1.[C:1]([O:5][C:6]([N:8]1[CH2:13][C:12](=[O:14])[N:11]([C:15]2[CH:19]=[C:18]([C:20]3[CH:21]=[CH:22][CH:23]=[CH:24][CH:25]=3)[S:17][C:16]=2[C:26]([OH:28])=[O:27])[C@H:10]([CH:30]2[CH2:35][CH2:34][CH2:33][CH2:32][CH2:31]2)[CH2:9]1)=[O:7])([CH3:4])([CH3:2])[CH3:3]. (5) Given the reactants C(C1N=C(N2CCC(F)(F)C2)C2C(=NN(CC)N=2)N=1)(C)(C)C.[F:23][C:24]([F:43])([F:42])[CH2:25][O:26][C:27]1[N:28]=[C:29]([N:36]2[CH2:40][CH2:39][C@H:38]([OH:41])[CH2:37]2)[C:30]2[N:35]=[N:34][NH:33][C:31]=2[N:32]=1.Br[CH2:45][C:46]1[CH:51]=[CH:50][CH:49]=[CH:48][C:47]=1[C:52]([F:55])([F:54])[F:53], predict the reaction product. The product is: [F:43][C:24]([F:42])([F:23])[CH2:25][O:26][C:27]1[N:28]=[C:29]([N:36]2[CH2:40][CH2:39][C@H:38]([OH:41])[CH2:37]2)[C:30]2[C:31](=[N:33][N:34]([CH2:45][C:46]3[CH:51]=[CH:50][CH:49]=[CH:48][C:47]=3[C:52]([F:53])([F:54])[F:55])[N:35]=2)[N:32]=1. (6) Given the reactants C(N(CC)CC)C.[Cl-].[CH2:9]([NH:12][C:13](=[O:21])[C:14]1[CH:19]=[CH:18][CH:17]=[CH:16][C:15]=1I)[CH:10]=[CH2:11], predict the reaction product. The product is: [CH3:11][C:10]1[C:19]2[C:14](=[CH:15][CH:16]=[CH:17][CH:18]=2)[C:13](=[O:21])[NH:12][CH:9]=1. (7) Given the reactants [C:1]([OH:22])(=O)[CH2:2][CH:3]([CH2:5][CH2:6][CH2:7][CH:8]([CH2:10][CH2:11][CH2:12][CH:13]([CH2:15][CH2:16][CH2:17][CH:18]([CH3:20])[CH3:19])[CH3:14])[CH3:9])[CH3:4].S(Cl)([Cl:25])=O, predict the reaction product. The product is: [C:1]([Cl:25])(=[O:22])[CH2:2][CH:3]([CH2:5][CH2:6][CH2:7][CH:8]([CH2:10][CH2:11][CH2:12][CH:13]([CH2:15][CH2:16][CH2:17][CH:18]([CH3:20])[CH3:19])[CH3:14])[CH3:9])[CH3:4].